From a dataset of Reaction yield outcomes from USPTO patents with 853,638 reactions. Predict the reaction yield, written as a fraction of the theoretical maximum amount of product (1.0 means a 100% yield; for example, 0.34 means a 34% yield). (1) The reactants are O[C:2]1[CH:7]=[CH:6][CH:5]=[CH:4][C:3]=1[C:8](=[O:20])[CH2:9][C:10]([C:12]1[CH:17]=[CH:16][CH:15]=[CH:14][C:13]=1[O:18][CH3:19])=[O:11]. The catalyst is C(O)(=O)C.S(=O)(=O)(O)O. The product is [CH3:19][O:18][C:13]1[CH:14]=[CH:15][CH:16]=[CH:17][C:12]=1[C:10]1[O:11][C:4]2[C:3]([C:8](=[O:20])[CH:9]=1)=[CH:2][CH:7]=[CH:6][CH:5]=2. The yield is 0.962. (2) The reactants are [CH2:1]([C:3]1[CH:8]=[CH:7][CH:6]=[C:5]([CH3:9])[C:4]=1[CH:10]([C:12]1[N:13]=[CH:14][N:15](C(C2C=CC=CC=2)(C2C=CC=CC=2)C2C=CC=CC=2)[CH:16]=1)O)[CH3:2].C([SiH](CC)CC)C.FC(F)(F)C(O)=O. The catalyst is ClCCl.O1CCCC1.C(OCC)(=O)C. The product is [CH2:1]([C:3]1[CH:8]=[CH:7][CH:6]=[C:5]([CH3:9])[C:4]=1[CH2:10][C:12]1[N:13]=[CH:14][NH:15][CH:16]=1)[CH3:2]. The yield is 0.260.